This data is from Full USPTO retrosynthesis dataset with 1.9M reactions from patents (1976-2016). The task is: Predict the reactants needed to synthesize the given product. (1) Given the product [C:12]([C:10]1[CH:11]=[C:7]([NH:6][C:5]([NH:53][C@@H:46]2[C:47]3[C:52](=[CH:51][CH:50]=[CH:49][CH:48]=3)[C@H:43]([O:42][C:39]3[CH:40]=[CH:41][C:36]4[N:37]([C:33]([C@H:29]5[CH2:30][CH2:31][CH2:32][N:27]([CH3:26])[CH2:28]5)=[N:34][N:35]=4)[CH:38]=3)[CH2:44][CH2:45]2)=[O:23])[N:8]([C:16]2[CH:21]=[CH:20][C:19]([CH3:22])=[CH:18][CH:17]=2)[N:9]=1)([CH3:14])([CH3:15])[CH3:13], predict the reactants needed to synthesize it. The reactants are: ClC(Cl)(Cl)CO[C:5](=[O:23])[NH:6][C:7]1[N:8]([C:16]2[CH:21]=[CH:20][C:19]([CH3:22])=[CH:18][CH:17]=2)[N:9]=[C:10]([C:12]([CH3:15])([CH3:14])[CH3:13])[CH:11]=1.[CH3:26][N:27]1[CH2:32][CH2:31][CH2:30][C@H:29]([C:33]2[N:37]3[CH:38]=[C:39]([O:42][C@H:43]4[C:52]5[C:47](=[CH:48][CH:49]=[CH:50][CH:51]=5)[C@@H:46]([NH2:53])[CH2:45][CH2:44]4)[CH:40]=[CH:41][C:36]3=[N:35][N:34]=2)[CH2:28]1.CCN(C(C)C)C(C)C. (2) Given the product [CH:1]([N:4]1[CH2:5][CH2:6][N:7]([C:10]2[N:15]=[CH:14][C:13]([NH2:16])=[CH:12][N:11]=2)[CH2:8][CH2:9]1)([CH3:3])[CH3:2], predict the reactants needed to synthesize it. The reactants are: [CH:1]([N:4]1[CH2:9][CH2:8][N:7]([C:10]2[N:15]=[CH:14][C:13]([N+:16]([O-])=O)=[CH:12][N:11]=2)[CH2:6][CH2:5]1)([CH3:3])[CH3:2]. (3) Given the product [NH2:29][C:26]1[N:25]=[CH:24][C:23]([C:12]2[N:13]=[C:14]([N:17]3[CH2:22][CH2:21][O:20][CH2:19][CH2:18]3)[C:15]3[S:16][C:8]([C:6]4[CH:5]=[CH:4][N:3]=[C:2]([NH:30][CH:31]([CH3:34])[CH2:32][OH:33])[CH:7]=4)=[CH:9][C:10]=3[N:11]=2)=[CH:28][N:27]=1, predict the reactants needed to synthesize it. The reactants are: F[C:2]1[CH:7]=[C:6]([C:8]2[S:16][C:15]3[C:14]([N:17]4[CH2:22][CH2:21][O:20][CH2:19][CH2:18]4)=[N:13][C:12]([C:23]4[CH:24]=[N:25][C:26]([NH2:29])=[N:27][CH:28]=4)=[N:11][C:10]=3[CH:9]=2)[CH:5]=[CH:4][N:3]=1.[NH2:30][CH:31]([CH3:34])[CH2:32][OH:33]. (4) Given the product [OH:2][CH:1]1[CH2:7][CH:4]([NH:3][C:8](=[O:9])[C:10]2[CH:15]=[CH:14][CH:13]=[CH:12][CH:11]=2)[CH:5]=[CH:6]1, predict the reactants needed to synthesize it. The reactants are: [CH:1]12[CH2:7][CH:4]([CH:5]=[CH:6]1)[N:3]([C:8]([C:10]1[CH:15]=[CH:14][CH:13]=[CH:12][CH:11]=1)=[O:9])[O:2]2.C(#N)C.O.[BH4-].[Na+]. (5) Given the product [C:1]([C@@H:3]([NH:8][C:9]([C@@H:11]1[CH2:16][CH2:15][CH2:14][CH2:13][C@@H:12]1[NH:17][C:18]([C:20]1[N:21]([CH3:31])[C:22]2[C:27]([CH:28]=1)=[CH:26][CH:25]=[C:24]([Cl:29])[CH:23]=2)=[O:19])=[O:10])[CH2:4][CH2:5][S:6][CH3:7])#[N:2], predict the reactants needed to synthesize it. The reactants are: [C:1]([C@@H:3]([NH:8][C:9]([C@@H:11]1[CH2:16][CH2:15][CH2:14][CH2:13][C@@H:12]1[NH:17][C:18]([C:20]1[NH:21][C:22]2[C:27]([CH:28]=1)=[CH:26][CH:25]=[C:24]([Cl:29])[CH:23]=2)=[O:19])=[O:10])[CH2:4][CH2:5][S:6][CH3:7])#[N:2].Cl[C:31]1C=C2C(C=C(C(O)=O)N2)=CC=1.N[C@H](C(N)=O)CCSC.Cl. (6) The reactants are: [CH3:1][O:2][C:3]1[CH:11]=[C:10]2[C:6]([C:7]([C:12](O)=[O:13])=[N:8][NH:9]2)=[CH:5][CH:4]=1.[H-].[H-].[H-].[H-].[Li+].[Al+3].[NH4+].[Cl-]. Given the product [CH3:1][O:2][C:3]1[CH:11]=[C:10]2[C:6]([C:7]([CH:12]=[O:13])=[N:8][NH:9]2)=[CH:5][CH:4]=1, predict the reactants needed to synthesize it. (7) Given the product [Br:1][C:2]1[CH:3]=[C:4]([C@:9]2([CH3:23])[CH2:14][CH2:13][S:12][C:11]([NH2:15])=[N:10]2)[CH:5]=[CH:6][C:7]=1[F:8], predict the reactants needed to synthesize it. The reactants are: [Br:1][C:2]1[CH:3]=[C:4]([C@:9]2([CH3:23])[CH2:14][CH2:13][S:12][C:11]([NH:15]C(=O)OC(C)(C)C)=[N:10]2)[CH:5]=[CH:6][C:7]=1[F:8].FC(F)(F)C(O)=O. (8) Given the product [Cl:6][C:7]1[CH:12]=[CH:11][C:10]([S:13]([CH:16]([C:17]2[CH:22]=[C:21]([F:23])[CH:20]=[CH:19][C:18]=2[F:24])[CH2:26][C:25]([O:28][CH2:29][CH3:30])=[O:27])(=[O:15])=[O:14])=[CH:9][CH:8]=1, predict the reactants needed to synthesize it. The reactants are: C([Li])CCC.[Cl:6][C:7]1[CH:12]=[CH:11][C:10]([S:13]([CH2:16][C:17]2[CH:22]=[C:21]([F:23])[CH:20]=[CH:19][C:18]=2[F:24])(=[O:15])=[O:14])=[CH:9][CH:8]=1.[C:25]([O:28][CH2:29][CH2:30]Br)(=[O:27])[CH3:26].[Cl-].[NH4+]. (9) Given the product [CH2:1]([O:3][C:4](=[O:34])[CH2:5][CH2:6][N:7]1[C:15]2[C:14](=[C:13]([CH2:16][O:17][C:18]3[CH:23]=[CH:22][C:21]([C:24]4[CH:29]=[C:28]([F:30])[C:27]([F:31])=[CH:26][C:25]=4[O:32][CH3:33])=[CH:20][CH:19]=3)[CH:12]=[CH:11][CH:10]=2)[CH:9]=[CH:8]1)[CH3:2], predict the reactants needed to synthesize it. The reactants are: [CH2:1]([O:3][C:4](=[O:34])[CH2:5][CH2:6][N:7]1[C:15]2[C:10](=[CH:11][CH:12]=[C:13]([CH2:16][O:17][C:18]3[CH:23]=[CH:22][C:21]([C:24]4[CH:29]=[C:28]([F:30])[C:27]([F:31])=[CH:26][C:25]=4[O:32][CH3:33])=[CH:20][CH:19]=3)[CH:14]=2)[CH:9]=[CH:8]1)[CH3:2].FC1C(F)=CC(C2C=CC(OCC3C=CC=C4C=3C=CN4)=CC=2)=C(OC)C=1.C(OC(=O)CCBr)C.